Dataset: Forward reaction prediction with 1.9M reactions from USPTO patents (1976-2016). Task: Predict the product of the given reaction. (1) Given the reactants [C:1]([C:5]1[CH:10]=[CH:9][C:8]([NH:11][C:12]2[C:17]([F:18])=[CH:16][N:15]=[C:14]([NH:19][C:20]3[CH:21]=[CH:22][C:23]4[O:27][C:26]([C:28]([O:30]C)=O)=[CH:25][C:24]=4[CH:32]=3)[N:13]=2)=[CH:7][CH:6]=1)([CH3:4])([CH3:3])[CH3:2].Cl.[CH3:34][NH2:35], predict the reaction product. The product is: [C:1]([C:5]1[CH:10]=[CH:9][C:8]([NH:11][C:12]2[C:17]([F:18])=[CH:16][N:15]=[C:14]([NH:19][C:20]3[CH:21]=[CH:22][C:23]4[O:27][C:26]([C:28]([NH:35][CH3:34])=[O:30])=[CH:25][C:24]=4[CH:32]=3)[N:13]=2)=[CH:7][CH:6]=1)([CH3:2])([CH3:4])[CH3:3]. (2) Given the reactants [C:1]([N:4]1[C:13]2[C:8](=[CH:9][C:10]([C:14]#[N:15])=[CH:11][CH:12]=2)[C@H:7]([NH:16][C:17]2[CH:22]=[CH:21][CH:20]=[C:19]([O:23][CH2:24][CH2:25][O:26][Si](C(C)(C)C)(C)C)[CH:18]=2)[C@@H:6]([CH3:34])[C@@H:5]1[CH:35]1[CH2:37][CH2:36]1)(=[O:3])[CH3:2].CCCC[N+](CCCC)(CCCC)CCCC.[F-], predict the reaction product. The product is: [C:1]([N:4]1[C:13]2[C:8](=[CH:9][C:10]([C:14]#[N:15])=[CH:11][CH:12]=2)[C@H:7]([NH:16][C:17]2[CH:22]=[CH:21][CH:20]=[C:19]([O:23][CH2:24][CH2:25][OH:26])[CH:18]=2)[C@@H:6]([CH3:34])[C@@H:5]1[CH:35]1[CH2:37][CH2:36]1)(=[O:3])[CH3:2]. (3) Given the reactants [O:1]1[C:5]2[CH:6]=[CH:7][C:8]([CH2:10][NH2:11])=[CH:9][C:4]=2[O:3][CH2:2]1.[Br:12][C:13]1[S:17][C:16]2=[N:18][C:19]([C:21](O)=[O:22])=[CH:20][N:15]2[CH:14]=1, predict the reaction product. The product is: [O:1]1[C:5]2[CH:6]=[CH:7][C:8]([CH2:10][NH:11][C:21]([C:19]3[N:18]=[C:16]4[N:15]([CH:20]=3)[CH:14]=[C:13]([Br:12])[S:17]4)=[O:22])=[CH:9][C:4]=2[O:3][CH2:2]1. (4) Given the reactants [CH2:1]([O:3][C:4](=[O:42])[CH2:5][CH2:6][CH2:7][O:8][C:9]1[CH:14]=[CH:13][CH:12]=[C:11]([CH2:15][CH2:16][CH2:17][CH2:18][CH2:19][CH2:20][O:21][C:22]2[CH:27]=[C:26]([S:28]([CH:31]([CH3:33])[CH3:32])(=[O:30])=[O:29])[CH:25]=[C:24](Br)[CH:23]=2)[C:10]=1[CH2:35][CH2:36][C:37]([O:39][CH2:40][CH3:41])=[O:38])[CH3:2].[Cl:43][C:44]1[CH:49]=[CH:48][C:47](B(O)O)=[CH:46][CH:45]=1.C(=O)([O-])[O-].[Cs+].[Cs+], predict the reaction product. The product is: [CH2:1]([O:3][C:4](=[O:42])[CH2:5][CH2:6][CH2:7][O:8][C:9]1[CH:14]=[CH:13][CH:12]=[C:11]([CH2:15][CH2:16][CH2:17][CH2:18][CH2:19][CH2:20][O:21][C:22]2[CH:23]=[C:24]([C:47]3[CH:48]=[CH:49][C:44]([Cl:43])=[CH:45][CH:46]=3)[CH:25]=[C:26]([S:28]([CH:31]([CH3:33])[CH3:32])(=[O:30])=[O:29])[CH:27]=2)[C:10]=1[CH2:35][CH2:36][C:37]([O:39][CH2:40][CH3:41])=[O:38])[CH3:2]. (5) Given the reactants [C:1]([O:5][C:6](=[O:33])[C:7]1[CH:12]=[CH:11][C:10]([O:13][C:14]2[CH:19]=[CH:18][C:17]([NH:20][C:21]3[C:22]4[CH:30]=[C:29](F)[N:28]=[CH:27][C:23]=4[N:24]=[CH:25][N:26]=3)=[CH:16][C:15]=2[CH3:32])=[CH:9][CH:8]=1)([CH3:4])([CH3:3])[CH3:2].[NH:34]1[CH2:39][CH2:38][O:37][CH2:36][CH2:35]1.CC1C=C(NC2C3C=C(N4CCOCC4)N=CC=3N=CN=2)C=CC=1OC1CCNCC1, predict the reaction product. The product is: [C:1]([O:5][C:6](=[O:33])[C:7]1[CH:12]=[CH:11][C:10]([O:13][C:14]2[CH:19]=[CH:18][C:17]([NH:20][C:21]3[C:22]4[CH:30]=[C:29]([N:34]5[CH2:39][CH2:38][O:37][CH2:36][CH2:35]5)[N:28]=[CH:27][C:23]=4[N:24]=[CH:25][N:26]=3)=[CH:16][C:15]=2[CH3:32])=[CH:9][CH:8]=1)([CH3:4])([CH3:3])[CH3:2]. (6) The product is: [CH:15]1([CH2:14][O:1][C:2]2[CH:3]=[C:4]([CH3:12])[C:5]([C:9](=[O:11])[CH3:10])=[C:6]([CH3:8])[CH:7]=2)[CH2:17][CH2:16]1. Given the reactants [OH:1][C:2]1[CH:7]=[C:6]([CH3:8])[C:5]([C:9](=[O:11])[CH3:10])=[C:4]([CH3:12])[CH:3]=1.Cl[CH2:14][CH:15]1[CH2:17][CH2:16]1.C(=O)([O-])[O-].[K+].[K+], predict the reaction product. (7) Given the reactants [C:1]([O:5][C:6](=[O:20])[NH:7][C:8]1[CH:13]=[C:12]([C:14]([CH3:17])([CH3:16])[CH3:15])[C:11]([SH:18])=[CH:10][C:9]=1[CH3:19])([CH3:4])([CH3:3])[CH3:2].[CH:21]([Li])(CC)C.CN(C=O)C, predict the reaction product. The product is: [C:1]([O:5][C:6]([N:7]1[C:8]2[C:9](=[CH:10][C:11]([SH:18])=[C:12]([C:14]([CH3:17])([CH3:16])[CH3:15])[CH:13]=2)[CH:19]=[CH:21]1)=[O:20])([CH3:4])([CH3:3])[CH3:2]. (8) Given the reactants C(N1C2C=C(C(O)=O)C=C3N(C)S(=O)(=O)C=CC(C=23)=C1)C.[CH2:22]([N:26]1[C:34]2[CH:33]=[C:32]([C:35]([OH:37])=[O:36])[CH:31]=[C:30]3[N:38]([CH3:47])[S:39](=[O:46])(=[O:45])[C:40](C(O)=O)=[CH:41][C:28]([C:29]=23)=[CH:27]1)[CH2:23][CH2:24][CH3:25], predict the reaction product. The product is: [CH2:22]([N:26]1[C:34]2[CH:33]=[C:32]([C:35]([OH:37])=[O:36])[CH:31]=[C:30]3[N:38]([CH3:47])[S:39](=[O:45])(=[O:46])[CH:40]=[CH:41][C:28]([C:29]=23)=[CH:27]1)[CH2:23][CH2:24][CH3:25]. (9) Given the reactants [CH3:1][CH:2]([CH3:27])[C:3]([NH:5][CH2:6][CH2:7][O:8][C:9]1[CH:10]=[C:11]2[C:15](=[CH:16][CH:17]=1)[N:14]([S:18]([C:21]1[CH:26]=[CH:25][CH:24]=[CH:23][CH:22]=1)(=[O:20])=[O:19])[CH:13]=[CH:12]2)=O.P(Cl)(Cl)(Cl)=O, predict the reaction product. The product is: [CH:2]([C:3]1[C:10]2=[C:11]3[C:15](=[CH:16][CH:17]=[C:9]2[O:8][CH2:7][CH2:6][N:5]=1)[N:14]([S:18]([C:21]1[CH:22]=[CH:23][CH:24]=[CH:25][CH:26]=1)(=[O:20])=[O:19])[CH:13]=[CH:12]3)([CH3:1])[CH3:27].